This data is from Full USPTO retrosynthesis dataset with 1.9M reactions from patents (1976-2016). The task is: Predict the reactants needed to synthesize the given product. (1) The reactants are: [CH3:1][O:2][C:3](=[O:23])[CH2:4][NH:5][C:6]([C:8]1[C:13]([OH:14])=[CH:12][C:11](OS(C(F)(F)F)(=O)=O)=[CH:10][N:9]=1)=[O:7].[Cl:24][C:25]1[CH:26]=[C:27](B(O)O)[CH:28]=[CH:29][CH:30]=1.[O-]P([O-])([O-])=O.[K+].[K+].[K+]. Given the product [CH3:1][O:2][C:3](=[O:23])[CH2:4][NH:5][C:6]([C:8]1[C:13]([OH:14])=[CH:12][C:11]([C:29]2[CH:28]=[CH:27][CH:26]=[C:25]([Cl:24])[CH:30]=2)=[CH:10][N:9]=1)=[O:7], predict the reactants needed to synthesize it. (2) Given the product [C:1]([O:19][CH2:18][C:17]([CH3:20])([CH3:21])[CH2:16][N:15]1[C:9]2[CH:8]=[CH:7][C:6]([Cl:5])=[CH:42][C:10]=2[C@@H:11]([C:32]2[CH:37]=[CH:36][CH:35]=[C:34]([O:38][CH3:39])[C:33]=2[O:40][CH3:41])[O:12][C@H:13]([CH2:23][C:24]([NH:26][C@@H:27]([CH3:31])[C:28]([OH:30])=[O:29])=[O:25])[C:14]1=[O:22])(=[O:3])[CH3:2], predict the reactants needed to synthesize it. The reactants are: [C:1](Cl)(=[O:3])[CH3:2].[Cl:5][C:6]1[CH:7]=[CH:8][C:9]2[N:15]([CH2:16][C:17]([CH3:21])([CH3:20])[CH2:18][OH:19])[C:14](=[O:22])[C@@H:13]([CH2:23][C:24]([NH:26][C@@H:27]([CH3:31])[C:28]([OH:30])=[O:29])=[O:25])[O:12][C@H:11]([C:32]3[CH:37]=[CH:36][CH:35]=[C:34]([O:38][CH3:39])[C:33]=3[O:40][CH3:41])[C:10]=2[CH:42]=1.N1C=CC=CC=1.C(OCC)(=O)C. (3) Given the product [C:12]([C:11]1[CH:14]=[C:7]([C:5]2[O:4][N:3]=[C:2]([CH3:1])[N:6]=2)[CH:8]=[CH:9][C:10]=1[N:15]1[CH2:20][CH2:19][N:18]([CH:22]([C:30]2[CH:31]=[CH:32][C:33]([F:36])=[CH:34][CH:35]=2)[C:23]([N:25]([CH2:28][CH3:29])[CH2:26][CH3:27])=[O:24])[CH2:17][CH2:16]1)#[N:13], predict the reactants needed to synthesize it. The reactants are: [CH3:1][C:2]1[N:6]=[C:5]([C:7]2[CH:8]=[CH:9][C:10]([N:15]3[CH2:20][CH2:19][NH:18][CH2:17][CH2:16]3)=[C:11]([CH:14]=2)[C:12]#[N:13])[O:4][N:3]=1.Br[CH:22]([C:30]1[CH:35]=[CH:34][C:33]([F:36])=[CH:32][CH:31]=1)[C:23]([N:25]([CH2:28][CH3:29])[CH2:26][CH3:27])=[O:24]. (4) Given the product [CH2:18]([C:10]1[N:9]([C:7](=[O:8])[CH2:6][C@@H:5]([CH3:24])[CH2:4][C:3]([OH:25])=[O:2])[C:17]2[C:12]([CH:11]=1)=[CH:13][CH:14]=[CH:15][CH:16]=2)[CH2:19][CH2:20][CH2:21][CH2:22][CH3:23], predict the reactants needed to synthesize it. The reactants are: C[O:2][C:3](=[O:25])[CH2:4][CH:5]([CH3:24])[CH2:6][C:7]([N:9]1[C:17]2[C:12](=[CH:13][CH:14]=[CH:15][CH:16]=2)[CH:11]=[C:10]1[CH2:18][CH2:19][CH2:20][CH2:21][CH2:22][CH3:23])=[O:8].[Cl-].[NH4+].C(OCC)(=O)C.